Dataset: Forward reaction prediction with 1.9M reactions from USPTO patents (1976-2016). Task: Predict the product of the given reaction. (1) Given the reactants [CH2:1]([O:3][C:4]([CH:6]1[CH2:11][CH2:10][NH:9][CH2:8][CH:7]1[C:12]1[CH:17]=[CH:16][C:15]([F:18])=[C:14]([F:19])[CH:13]=1)=[O:5])[CH3:2].[C:20]([O:24][C:25](O[C:25]([O:24][C:20]([CH3:23])([CH3:22])[CH3:21])=[O:26])=[O:26])([CH3:23])([CH3:22])[CH3:21], predict the reaction product. The product is: [CH2:1]([O:3][C:4]([CH:6]1[CH2:11][CH2:10][N:9]([C:25]([O:24][C:20]([CH3:23])([CH3:22])[CH3:21])=[O:26])[CH2:8][CH:7]1[C:12]1[CH:17]=[CH:16][C:15]([F:18])=[C:14]([F:19])[CH:13]=1)=[O:5])[CH3:2]. (2) Given the reactants [F:1][C:2]1[C:3]([NH:29][C@H:30]2[CH:35]3[CH2:36][CH2:37][CH:32]([CH2:33][CH2:34]3)[C@@H:31]2[C:38]([O:40]C)=[O:39])=[N:4][C:5]([C:9]2[C:17]3[C:12](=[N:13][CH:14]=[C:15]([F:18])[CH:16]=3)[N:11](S(C3C=CC(C)=CC=3)(=O)=O)[CH:10]=2)=[C:6]([F:8])[CH:7]=1.C[O-].[Na+].[OH-].[Na+], predict the reaction product. The product is: [F:1][C:2]1[C:3]([NH:29][C@H:30]2[CH:35]3[CH2:34][CH2:33][CH:32]([CH2:37][CH2:36]3)[C@@H:31]2[C:38]([OH:40])=[O:39])=[N:4][C:5]([C:9]2[C:17]3[C:12](=[N:13][CH:14]=[C:15]([F:18])[CH:16]=3)[NH:11][CH:10]=2)=[C:6]([F:8])[CH:7]=1. (3) Given the reactants Cl[C:2]1[C:11]2[C:6](=[CH:7][CH:8]=[C:9]([CH:12]=[O:13])[CH:10]=2)[N:5]=[CH:4][CH:3]=1.[CH3:14][C:15]1([CH3:31])[C:19]([CH3:21])([CH3:20])[O:18][B:17]([B:17]2[O:18][C:19]([CH3:21])([CH3:20])[C:15]([CH3:31])([CH3:14])[O:16]2)[O:16]1.C([O-])(=O)C.[K+], predict the reaction product. The product is: [CH3:14][C:15]1([CH3:31])[C:19]([CH3:21])([CH3:20])[O:18][B:17]([C:2]2[C:11]3[C:6](=[CH:7][CH:8]=[C:9]([CH:12]=[O:13])[CH:10]=3)[N:5]=[CH:4][CH:3]=2)[O:16]1. (4) Given the reactants [C:1]([SH:9])(=[S:8])[C:2]1[CH:7]=[CH:6][CH:5]=[CH:4][CH:3]=1.[CH:10]([C:12]1[CH:17]=[CH:16][C:15]([O:18][CH3:19])=[CH:14][CH:13]=1)=[CH2:11], predict the reaction product. The product is: [C:1]([S:9][CH:10]([C:12]1[CH:17]=[CH:16][C:15]([O:18][CH3:19])=[CH:14][CH:13]=1)[CH3:11])(=[S:8])[C:2]1[CH:7]=[CH:6][CH:5]=[CH:4][CH:3]=1. (5) Given the reactants [CH3:1][O:2][C:3]1[CH:8]=[CH:7][CH:6]=[CH:5][C:4]=1[SH:9].C(=O)([O-])[O-].[K+].[K+].[C:16]([C:18]1[CH:19]=[C:20]([S:25]([N:28]([CH2:34][C:35]2[CH:40]=[CH:39][C:38]([O:41][CH3:42])=[CH:37][C:36]=2[O:43][CH3:44])[C:29]2[S:33][N:32]=[CH:31][N:30]=2)(=[O:27])=[O:26])[CH:21]=[CH:22][C:23]=1F)#[N:17], predict the reaction product. The product is: [C:16]([C:18]1[CH:19]=[C:20]([S:25]([N:28]([CH2:34][C:35]2[CH:40]=[CH:39][C:38]([O:41][CH3:42])=[CH:37][C:36]=2[O:43][CH3:44])[C:29]2[S:33][N:32]=[CH:31][N:30]=2)(=[O:27])=[O:26])[CH:21]=[CH:22][C:23]=1[S:9][C:4]1[CH:5]=[CH:6][CH:7]=[CH:8][C:3]=1[O:2][CH3:1])#[N:17].